From a dataset of Reaction yield outcomes from USPTO patents with 853,638 reactions. Predict the reaction yield, written as a fraction of the theoretical maximum amount of product (1.0 means a 100% yield; for example, 0.34 means a 34% yield). (1) The reactants are [Cl:1][C:2]1[CH:7]=[C:6]([Cl:8])[CH:5]=[CH:4][C:3]=1[C:9](=O)[CH3:10].[NH2:12][C:13]([NH2:15])=[S:14]. No catalyst specified. The product is [NH2:15][C:13]1[S:14][CH:10]=[C:9]([C:3]2[CH:4]=[CH:5][C:6]([Cl:8])=[CH:7][C:2]=2[Cl:1])[N:12]=1. The yield is 0.971. (2) The reactants are [N:1]1[N:9]2[C:4]([CH2:5][O:6][CH2:7][CH2:8]2)=[CH:3][C:2]=1[NH2:10].Br[C:12]1[C:13](=[O:20])[N:14]([CH3:19])[CH:15]=[C:16]([Br:18])[CH:17]=1.C(=O)([O-])[O-].[Cs+].[Cs+].CC1(C)C2C(=C(P(C3C=CC=CC=3)C3C=CC=CC=3)C=CC=2)OC2C(P(C3C=CC=CC=3)C3C=CC=CC=3)=CC=CC1=2. The catalyst is C1C=CC(/C=C/C(/C=C/C2C=CC=CC=2)=O)=CC=1.C1C=CC(/C=C/C(/C=C/C2C=CC=CC=2)=O)=CC=1.C1C=CC(/C=C/C(/C=C/C2C=CC=CC=2)=O)=CC=1.[Pd].[Pd].O1CCOCC1. The product is [Br:18][C:16]1[CH:17]=[C:12]([NH:10][C:2]2[CH:3]=[C:4]3[CH2:5][O:6][CH2:7][CH2:8][N:9]3[N:1]=2)[C:13](=[O:20])[N:14]([CH3:19])[CH:15]=1. The yield is 0.310. (3) The reactants are Cl[C:2]1[C:7]([N+:8]([O-:10])=[O:9])=[CH:6][CH:5]=[C:4]([O:11][CH3:12])[N:3]=1.[F-:13].[K+].Cl[C:16]([F:22])([F:21])C(OC)=O.[NH4+].[OH-].[NH4+].[Cl-]. The catalyst is CN(C=O)C.[Cu]I. The product is [CH3:12][O:11][C:4]1[N:3]=[C:2]([C:16]([F:22])([F:13])[F:21])[C:7]([N+:8]([O-:10])=[O:9])=[CH:6][CH:5]=1. The yield is 0.710. (4) The reactants are [CH3:1][N:2]([CH3:36])[CH2:3][CH2:4][NH:5][C:6]([NH:8][C:9]1[CH:14]=[CH:13][C:12]([C:15]2[N:16]=[C:17]([N:30]3[CH2:35][CH2:34][O:33][CH2:32][CH2:31]3)[C:18]3[N:23]=[N:22][N:21]([CH:24]4[CH2:29][CH2:28][NH:27][CH2:26][CH2:25]4)[C:19]=3[N:20]=2)=[CH:11][CH:10]=1)=[O:7].[Cl:37][C:38]1[CH:45]=[CH:44][C:41]([CH:42]=O)=[C:40]([F:46])[CH:39]=1.[BH-](OC(C)=O)(OC(C)=O)OC(C)=O.[Na+].CC(O)=O. The catalyst is C1COCC1. The product is [Cl:37][C:38]1[CH:45]=[CH:44][C:41]([CH2:42][N:27]2[CH2:28][CH2:29][CH:24]([N:21]3[C:19]4[N:20]=[C:15]([C:12]5[CH:11]=[CH:10][C:9]([NH:8][C:6]([NH:5][CH2:4][CH2:3][N:2]([CH3:36])[CH3:1])=[O:7])=[CH:14][CH:13]=5)[N:16]=[C:17]([N:30]5[CH2:35][CH2:34][O:33][CH2:32][CH2:31]5)[C:18]=4[N:23]=[N:22]3)[CH2:25][CH2:26]2)=[C:40]([F:46])[CH:39]=1. The yield is 0.660. (5) The reactants are [CH2:1]([O:11][C:12]1[CH:13]=[C:14]([C:29]2[CH:34]=[CH:33][C:32]([O:35][CH2:36][CH2:37][CH2:38][CH2:39][CH2:40][CH2:41][CH2:42][CH2:43][CH2:44][CH3:45])=[C:31]([O:46][CH2:47][CH2:48][CH2:49][CH2:50][CH2:51][CH2:52][CH2:53][CH2:54][CH2:55][CH3:56])[CH:30]=2)[CH:15]=[CH:16][C:17]=1[O:18][CH2:19][CH2:20][CH2:21][CH2:22][CH2:23][CH2:24][CH2:25][CH2:26][CH2:27][CH3:28])[CH2:2][CH2:3][CH2:4][CH2:5][CH2:6][CH2:7][CH2:8][CH2:9][CH3:10].[CH3:57][O:58][C:59]1[CH:64]=[CH:63][C:62]([O:65][CH3:66])=[CH:61][CH:60]=1. The catalyst is C(Cl)Cl. The product is [CH3:57][O:58][C:59]1[C:64]2[C:34]3[C:29](=[CH:30][C:31]([O:46][CH2:47][CH2:48][CH2:49][CH2:50][CH2:51][CH2:52][CH2:53][CH2:54][CH2:55][CH3:56])=[C:32]([O:35][CH2:36][CH2:37][CH2:38][CH2:39][CH2:40][CH2:41][CH2:42][CH2:43][CH2:44][CH3:45])[CH:33]=3)[C:14]3[C:15](=[CH:16][C:17]([O:18][CH2:19][CH2:20][CH2:21][CH2:22][CH2:23][CH2:24][CH2:25][CH2:26][CH2:27][CH3:28])=[C:12]([O:11][CH2:1][CH2:2][CH2:3][CH2:4][CH2:5][CH2:6][CH2:7][CH2:8][CH2:9][CH3:10])[CH:13]=3)[C:63]=2[C:62]([O:65][CH3:66])=[CH:61][CH:60]=1. The yield is 0.840. (6) The reactants are CCN(C(C)C)C(C)C.[F:10][C:11]([F:23])([F:22])[O:12][C:13]1[CH:21]=[CH:20][CH:19]=[CH:18][C:14]=1[C:15]([OH:17])=O.C1C=CC2N(O)N=NC=2C=1.CCN=C=NCCCN(C)C.Cl.[O:46]=[C:47]([N:64]1[CH2:69][CH2:68][NH:67][CH2:66][CH2:65]1)[CH2:48][NH:49][C:50]([C:52]1[CH:57]=[CH:56][C:55]([C:58]2[CH:63]=[CH:62][CH:61]=[CH:60][CH:59]=2)=[CH:54][CH:53]=1)=[O:51]. The catalyst is CN(C=O)C.O. The product is [O:46]=[C:47]([N:64]1[CH2:69][CH2:68][N:67]([C:15](=[O:17])[C:14]2[CH:18]=[CH:19][CH:20]=[CH:21][C:13]=2[O:12][C:11]([F:10])([F:23])[F:22])[CH2:66][CH2:65]1)[CH2:48][NH:49][C:50]([C:52]1[CH:53]=[CH:54][C:55]([C:58]2[CH:63]=[CH:62][CH:61]=[CH:60][CH:59]=2)=[CH:56][CH:57]=1)=[O:51]. The yield is 0.341. (7) The reactants are [Cl:1][C:2]1[CH:3]=[CH:4][C:5]([S:9][CH3:10])=[C:6]([CH:8]=1)[NH2:7].[O:11]1[C:15]2[CH:16]=[CH:17][CH:18]=[CH:19][C:14]=2[CH:13]=[C:12]1[S:20](Cl)(=[O:22])=[O:21]. No catalyst specified. The product is [Cl:1][C:2]1[CH:3]=[CH:4][C:5]([S:9][CH3:10])=[C:6]([NH:7][S:20]([C:12]2[O:11][C:15]3[CH:16]=[CH:17][CH:18]=[CH:19][C:14]=3[CH:13]=2)(=[O:21])=[O:22])[CH:8]=1. The yield is 0.600. (8) The reactants are [CH:1]1([NH:4][C:5]([CH:7]2[CH:9]([CH2:10][CH2:11][CH3:12])[O:8]2)=[O:6])[CH2:3][CH2:2]1.[N-:13]=[N+:14]=[N-:15].[Na+].S([O-])([O-])(=O)=O.[Mg+2]. The catalyst is CO. The product is [N:13]([CH:9]([CH2:10][CH2:11][CH3:12])[CH:7]([OH:8])[C:5]([NH:4][CH:1]1[CH2:3][CH2:2]1)=[O:6])=[N+:14]=[N-:15]. The yield is 0.600.